From a dataset of Forward reaction prediction with 1.9M reactions from USPTO patents (1976-2016). Predict the product of the given reaction. (1) Given the reactants [N+:1]([C:4]1[C:5]([O:18][CH3:19])=[C:6]([C:10]2[CH:11]=[C:12]([C:15]([OH:17])=[O:16])[NH:13][CH:14]=2)[CH:7]=[CH:8][CH:9]=1)([O-])=O.C([O-])=O.[NH4+], predict the reaction product. The product is: [NH2:1][C:4]1[C:5]([O:18][CH3:19])=[C:6]([C:10]2[CH:11]=[C:12]([C:15]([OH:17])=[O:16])[NH:13][CH:14]=2)[CH:7]=[CH:8][CH:9]=1. (2) The product is: [O:13]1[C:17]2[CH:18]=[CH:19][C:20]([N:22]3[C:27](=[O:28])[C:26]([CH2:29][C:30]4[CH:35]=[CH:34][C:33]([C:36]5[CH:41]=[CH:40][CH:39]=[CH:38][C:37]=5[C:42]5[NH:3][C:4](=[O:7])[O:5][N:43]=5)=[CH:32][CH:31]=4)=[C:25]([O:44][CH2:45][CH3:46])[N:24]=[C:23]3[CH3:47])=[CH:21][C:16]=2[CH2:15][CH2:14]1. Given the reactants [Cl-].O[NH3+:3].[C:4](=[O:7])([O-])[OH:5].[Na+].CS(C)=O.[O:13]1[C:17]2[CH:18]=[CH:19][C:20]([N:22]3[C:27](=[O:28])[C:26]([CH2:29][C:30]4[CH:35]=[CH:34][C:33]([C:36]5[C:37]([C:42]#[N:43])=[CH:38][CH:39]=[CH:40][CH:41]=5)=[CH:32][CH:31]=4)=[C:25]([O:44][CH2:45][CH3:46])[N:24]=[C:23]3[CH3:47])=[CH:21][C:16]=2[CH2:15][CH2:14]1, predict the reaction product. (3) Given the reactants [O:1]=[C:2]1[C:14]2[C:9](=[N:10][C:11](C#N)=[C:12]([C:15]#[N:16])[N:13]=2)[C:8]2[CH:7]=[CH:6][CH:5]=[CH:4][C:3]1=2.[BH4-].[Na+].[OH2:21].[CH3:22]O, predict the reaction product. The product is: [OH:1][CH:2]1[C:14]2[C:9](=[N:10][C:11]([O:21][CH3:22])=[C:12]([C:15]#[N:16])[N:13]=2)[C:8]2[CH:7]=[CH:6][CH:5]=[CH:4][C:3]1=2. (4) Given the reactants C(OC(=O)[NH:7][C@H:8]([C:11]1[CH:16]=[CH:15][CH:14]=[CH:13][CH:12]=1)[CH2:9][NH2:10])(C)(C)C.[C:18]1(=O)[CH2:23][CH2:22][CH2:21][CH2:20][CH2:19]1.[BH-](OC(C)=O)(OC(C)=O)OC(C)=O.[Na+], predict the reaction product. The product is: [CH:18]1([NH:10][CH2:9][C@@H:8]([C:11]2[CH:12]=[CH:13][CH:14]=[CH:15][CH:16]=2)[NH2:7])[CH2:23][CH2:22][CH2:21][CH2:20][CH2:19]1. (5) Given the reactants [N+:1]([CH:3]([CH3:11])[C:4]([O:6][CH2:7][CH2:8][CH2:9][CH3:10])=[O:5])#[C-:2].C(N(CCCC)C1C=CC=CC=1)CCC, predict the reaction product. The product is: [CH3:11][C:3]1[N:1]=[CH:2][O:5][C:4]=1[O:6][CH2:7][CH2:8][CH2:9][CH3:10]. (6) Given the reactants [I:1][C:2]1[CH:9]=[C:8]([O:10][CH3:11])[CH:7]=[CH:6][C:3]=1[CH:4]=O.[OH-].[Na+].O.[CH3:15][C:16]([CH3:18])=[O:17], predict the reaction product. The product is: [I:1][C:2]1[CH:9]=[C:8]([O:10][CH3:11])[CH:7]=[CH:6][C:3]=1[CH:4]=[CH:15][C:16](=[O:17])[CH3:18].